Regression. Given two drug SMILES strings and cell line genomic features, predict the synergy score measuring deviation from expected non-interaction effect. From a dataset of NCI-60 drug combinations with 297,098 pairs across 59 cell lines. (1) Drug 2: CC(C)(C#N)C1=CC(=CC(=C1)CN2C=NC=N2)C(C)(C)C#N. Drug 1: CCC1=CC2CC(C3=C(CN(C2)C1)C4=CC=CC=C4N3)(C5=C(C=C6C(=C5)C78CCN9C7C(C=CC9)(C(C(C8N6C)(C(=O)OC)O)OC(=O)C)CC)OC)C(=O)OC.C(C(C(=O)O)O)(C(=O)O)O. Cell line: OVCAR-4. Synergy scores: CSS=11.7, Synergy_ZIP=-9.73, Synergy_Bliss=-3.72, Synergy_Loewe=-10.7, Synergy_HSA=-2.40. (2) Drug 1: CC1=C(C=C(C=C1)NC2=NC=CC(=N2)N(C)C3=CC4=NN(C(=C4C=C3)C)C)S(=O)(=O)N.Cl. Drug 2: C1=NC2=C(N=C(N=C2N1C3C(C(C(O3)CO)O)F)Cl)N. Cell line: NCI-H226. Synergy scores: CSS=22.0, Synergy_ZIP=-2.90, Synergy_Bliss=2.63, Synergy_Loewe=3.02, Synergy_HSA=3.36. (3) Synergy scores: CSS=30.1, Synergy_ZIP=0.354, Synergy_Bliss=1.76, Synergy_Loewe=-6.82, Synergy_HSA=1.30. Cell line: A549. Drug 1: CN(C)N=NC1=C(NC=N1)C(=O)N. Drug 2: C1=CC(=CC=C1CCCC(=O)O)N(CCCl)CCCl. (4) Drug 1: COC1=CC(=CC(=C1O)OC)C2C3C(COC3=O)C(C4=CC5=C(C=C24)OCO5)OC6C(C(C7C(O6)COC(O7)C8=CC=CS8)O)O. Drug 2: CCC1(CC2CC(C3=C(CCN(C2)C1)C4=CC=CC=C4N3)(C5=C(C=C6C(=C5)C78CCN9C7C(C=CC9)(C(C(C8N6C=O)(C(=O)OC)O)OC(=O)C)CC)OC)C(=O)OC)O.OS(=O)(=O)O. Cell line: A549. Synergy scores: CSS=46.6, Synergy_ZIP=12.3, Synergy_Bliss=12.6, Synergy_Loewe=10.5, Synergy_HSA=11.2. (5) Synergy scores: CSS=-4.15, Synergy_ZIP=-0.0215, Synergy_Bliss=-3.85, Synergy_Loewe=-6.86, Synergy_HSA=-7.11. Drug 2: C1=CC=C(C(=C1)C(C2=CC=C(C=C2)Cl)C(Cl)Cl)Cl. Cell line: UACC-257. Drug 1: C1=CC(=CC=C1CC(C(=O)O)N)N(CCCl)CCCl.Cl. (6) Drug 1: CC1CCC2CC(C(=CC=CC=CC(CC(C(=O)C(C(C(=CC(C(=O)CC(OC(=O)C3CCCCN3C(=O)C(=O)C1(O2)O)C(C)CC4CCC(C(C4)OC)O)C)C)O)OC)C)C)C)OC. Drug 2: CN(CCCl)CCCl.Cl. Cell line: M14. Synergy scores: CSS=16.8, Synergy_ZIP=-8.52, Synergy_Bliss=-8.40, Synergy_Loewe=-4.83, Synergy_HSA=-3.98. (7) Drug 1: CCC1=CC2CC(C3=C(CN(C2)C1)C4=CC=CC=C4N3)(C5=C(C=C6C(=C5)C78CCN9C7C(C=CC9)(C(C(C8N6C)(C(=O)OC)O)OC(=O)C)CC)OC)C(=O)OC.C(C(C(=O)O)O)(C(=O)O)O. Drug 2: CC1=C2C(C(=O)C3(C(CC4C(C3C(C(C2(C)C)(CC1OC(=O)C(C(C5=CC=CC=C5)NC(=O)C6=CC=CC=C6)O)O)OC(=O)C7=CC=CC=C7)(CO4)OC(=O)C)O)C)OC(=O)C. Cell line: CAKI-1. Synergy scores: CSS=29.0, Synergy_ZIP=-6.39, Synergy_Bliss=-6.95, Synergy_Loewe=-9.00, Synergy_HSA=-1.82.